Dataset: CYP2D6 inhibition data for predicting drug metabolism from PubChem BioAssay. Task: Regression/Classification. Given a drug SMILES string, predict its absorption, distribution, metabolism, or excretion properties. Task type varies by dataset: regression for continuous measurements (e.g., permeability, clearance, half-life) or binary classification for categorical outcomes (e.g., BBB penetration, CYP inhibition). Dataset: cyp2d6_veith. (1) The compound is On1c(-c2ccccc2)nc2ccc(Cl)cc21. The result is 0 (non-inhibitor). (2) The molecule is O=C(NC1CCCC1)C(c1ccsc1)N(Cc1ccccc1)C(=O)Cc1cccs1. The result is 1 (inhibitor). (3) The molecule is Cc1cnc(C(=O)OCC(=O)NC(C)C)cn1. The result is 0 (non-inhibitor). (4) The molecule is O=S(=O)(c1ccc(F)cc1)N1CCCC(CO)C1. The result is 0 (non-inhibitor). (5) The compound is c1cncc(CNc2ncncc2-c2cccnc2)c1. The result is 0 (non-inhibitor). (6) The compound is CC(C)(c1ccc(OC[C@@H]2CO2)cc1)c1ccc(OC[C@H]2CO2)cc1. The result is 0 (non-inhibitor). (7) The molecule is Cc1cc(C)nc(/N=C(\N)Nc2ccc(F)c([N+](=O)[O-])c2)n1. The result is 1 (inhibitor). (8) The molecule is CCOC(=O)c1cncn1[C@H](C)c1ccccc1. The result is 0 (non-inhibitor).